Dataset: Full USPTO retrosynthesis dataset with 1.9M reactions from patents (1976-2016). Task: Predict the reactants needed to synthesize the given product. (1) Given the product [N+:7]([C:10]1[O:16][C:13]([CH:14]=[CH:18][C:19]([OH:21])=[O:20])=[CH:12][CH:11]=1)([O-:9])=[O:8], predict the reactants needed to synthesize it. The reactants are: N1CCCCC1.[N+:7]([C:10]1[O:16][C:13]([CH:14]=O)=[CH:12][CH:11]=1)([O-:9])=[O:8].C(O)(=O)[CH2:18][C:19]([OH:21])=[O:20].Cl. (2) Given the product [CH3:16][Si:15]([CH3:17])([C:13]#[C:12][C:6]1[CH:11]=[CH:10][CH:9]=[CH:8][CH:7]=1)[C:2]#[C:3][C:4]1[CH:5]=[CH:5][CH:4]=[CH:3][CH:2]=1, predict the reactants needed to synthesize it. The reactants are: [Li][CH2:2][CH2:3][CH2:4][CH3:5].[C:6]1([C:12]#[CH:13])[CH:11]=[CH:10][CH:9]=[CH:8][CH:7]=1.Cl[Si:15](Cl)([CH3:17])[CH3:16]. (3) The reactants are: [C:1]([O:5][C:6]([N:8]1[CH2:13][CH:12]2[CH2:14][CH:9]1[CH2:10][N:11]2[C:15]1[C:24]2[C:19](=[CH:20][CH:21]=[CH:22][CH:23]=2)[N:18]=[C:17]([C:25]2[CH:30]=[CH:29][N:28]=[C:27](Cl)[CH:26]=2)[CH:16]=1)=[O:7])([CH3:4])([CH3:3])[CH3:2].[CH3:32][C@H:33]([NH2:40])[C:34]1[CH:39]=[CH:38][CH:37]=[CH:36][CH:35]=1.C1C=CC(P(C2C(C3C(P(C4C=CC=CC=4)C4C=CC=CC=4)=CC=C4C=3C=CC=C4)=C3C(C=CC=C3)=CC=2)C2C=CC=CC=2)=CC=1.CC([O-])(C)C.[Na+]. Given the product [C:1]([O:5][C:6]([N:8]1[CH2:13][CH:12]2[CH2:14][CH:9]1[CH2:10][N:11]2[C:15]1[C:24]2[C:19](=[CH:20][CH:21]=[CH:22][CH:23]=2)[N:18]=[C:17]([C:25]2[CH:30]=[CH:29][N:28]=[C:27]([NH:40][CH:33]([C:34]3[CH:39]=[CH:38][CH:37]=[CH:36][CH:35]=3)[CH3:32])[CH:26]=2)[CH:16]=1)=[O:7])([CH3:4])([CH3:3])[CH3:2], predict the reactants needed to synthesize it. (4) Given the product [CH2:12]([N:19]1[C:27]2[C:22](=[CH:23][CH:24]=[CH:25][CH:26]=2)[C:21]([CH2:28][O:8][C:5]([CH3:6])([CH3:7])[C:4]([OH:3])=[O:9])=[N:20]1)[C:13]1[CH:14]=[CH:15][CH:16]=[CH:17][CH:18]=1, predict the reactants needed to synthesize it. The reactants are: C([O:3][C:4](=[O:9])[C:5]([OH:8])([CH3:7])[CH3:6])C.[H-].[Na+].[CH2:12]([N:19]1[C:27]2[C:22](=[CH:23][CH:24]=[CH:25][CH:26]=2)[C:21]([CH2:28]Cl)=[N:20]1)[C:13]1[CH:18]=[CH:17][CH:16]=[CH:15][CH:14]=1.[OH-].[Na+].